Binary Classification. Given a T-cell receptor sequence (or CDR3 region) and an epitope sequence, predict whether binding occurs between them. From a dataset of TCR-epitope binding with 47,182 pairs between 192 epitopes and 23,139 TCRs. (1) The epitope is NLSALGIFST. The TCR CDR3 sequence is CASSERVGDAQFF. Result: 0 (the TCR does not bind to the epitope). (2) The epitope is PKYVKQNTLKLAT. The TCR CDR3 sequence is CASQRDYTGELFF. Result: 0 (the TCR does not bind to the epitope). (3) The epitope is HSKKKCDEL. The TCR CDR3 sequence is CASSSPDLSYEQYF. Result: 0 (the TCR does not bind to the epitope).